Dataset: Peptide-MHC class I binding affinity with 185,985 pairs from IEDB/IMGT. Task: Regression. Given a peptide amino acid sequence and an MHC pseudo amino acid sequence, predict their binding affinity value. This is MHC class I binding data. (1) The peptide sequence is KAFLCKQYL. The MHC is Patr-B0101 with pseudo-sequence Patr-B0101. The binding affinity (normalized) is 0.337. (2) The peptide sequence is IFYFISIYSR. The MHC is HLA-A03:01 with pseudo-sequence HLA-A03:01. The binding affinity (normalized) is 0.523. (3) The MHC is HLA-A02:01 with pseudo-sequence HLA-A02:01. The binding affinity (normalized) is 0.763. The peptide sequence is SIYHTGVEL. (4) The peptide sequence is IIYSKAGNIL. The MHC is HLA-A02:06 with pseudo-sequence HLA-A02:06. The binding affinity (normalized) is 0.461. (5) The peptide sequence is FTWQHNYYL. The MHC is HLA-B08:01 with pseudo-sequence HLA-B08:01. The binding affinity (normalized) is 0.213. (6) The peptide sequence is YSYKAFIKYP. The MHC is Mamu-A02 with pseudo-sequence Mamu-A02. The binding affinity (normalized) is 0.216.